Dataset: Experimentally validated miRNA-target interactions with 360,000+ pairs, plus equal number of negative samples. Task: Binary Classification. Given a miRNA mature sequence and a target amino acid sequence, predict their likelihood of interaction. (1) The miRNA is mmu-miR-485-5p with sequence AGAGGCUGGCCGUGAUGAAUUC. The protein sequence of the target gene is MAASAFAGAVRAASGILRPLNILASSTYRNCVKNASLISALSTGRFSHIQTPVVSSTPRLTTSERNLTCGHTSVILNRMAPVLPSVLKLPVRSLTYFSARKGKRKTVKAVIDRFLRLHCGLWVRRKAGYKKKLWKKTPARKKRLREFVFCNKTQSKLLDKMTTSFWKRRNWYVDDPYQKYHDRTNLKV. Result: 0 (no interaction). (2) The miRNA is hsa-miR-4512 with sequence CAGGGCCUCACUGUAUCGCCCA. The protein sequence of the target gene is MDKLKCPSFFKCREKEKVSASSENFHVGENDENQDRGNWSKKSDYLLSMIGYAVGLGNVWRFPYLTYSNGGGAFLIPYAIMLALAGLPLFFLECSLGQFASLGPVSVWRILPLFQGVGITMVLISIFVTIYYNVIIAYSLYYMFASFQSELPWKNCSSWSDKNCSRSPIVTHCNVSTVNKGIQEIIQMNKSWVDINNFTCINGSEIYQPGQLPSEQYWNKVALQRSSGMNETGVIVWYLALCLLLAWLIVGAALFKGIKSSGKVVYFTALFPYVVLLILLVRGATLEGASKGISYYIGAQ.... Result: 0 (no interaction). (3) The miRNA is mmu-miR-466e-3p with sequence UAUACAUACACGCACACAUAAGA. The protein sequence of the target gene is MWPNSILVLMTLLISSTLVTGGGVKGEEKRVCPPDYVRCIRQDDPQCYSDNDCGDQEICCFWQCGFKCVLPVKDNSEEQIPQSKV. Result: 1 (interaction). (4) The miRNA is mmu-miR-24-2-5p with sequence GUGCCUACUGAGCUGAAACAGU. The protein sequence of the target gene is MGRGAGREYSPAATTAENGGGKKKQKEKELDELKKEVAMDDHKLSLDELGRKYQVDLSKGLTNQRAQDILARDGPNALTPPPTTPEWVKFCRQLFGGFSILLWIGALLCFLAYGILAAMEDEPSNDNLYLGIVLAAVVIVTGCFSYYQEAKSSKIMDSFKNMVPQQALVIREGEKMQINAEEVVVGDLVEVKGGDRVPADLRIISSHGCKVDNSSLTGESEPQTRSPEFTHENPLETRNICFFSTNCVEGTARGIVIATGDRTVMGRIATLASGLEVGQTPIAMEIEHFIQLITGVAVFL.... Result: 0 (no interaction). (5) The miRNA is rno-miR-155-5p with sequence UUAAUGCUAAUUGUGAUAGGGGU. The protein sequence of the target gene is MTLNSSTEDGIKRIQDDCPKAGRHNYIFVMIPTLYSIIFVVGIFGNSLVVIVIYFYMKLKTVASVFLLNLALADLCFLLTLPLWAVYTAMEYRWPFGNHLCKIASASVSFNLYASVFLLTCLSIDRYLAIVHPMKSRLRRTMLVAKVTCIIIWLMAGLASLPAVIYRNVYFIENTNITVCAFHYESQNSTLPIGLGLTKNILGFVFPFLIILTSYTLIWKALKKAYKIQKNTPRNDDIFRIIMAIVLFFFFSWVPHQIFTFLDVLIQLGIIRDCEIADIVDTAMPITICIAYFNNCLNPL.... Result: 1 (interaction). (6) The miRNA is hsa-miR-21-3p with sequence CAACACCAGUCGAUGGGCUGU. The protein sequence of the target gene is MAAAAGRSLLLLLSSRGGGGGGAGGCGALTAGCFPGLGVSRHRQQQHHRTVHQRIASWQNLGAVYCSTVVPSDDVTVVYQNGLPVISVRLPSRRERCQFTLKPISDSVGVFLRQLQEEDRGIDRVAIYSPDGVRVAASTGIDLLLLDDFKLVINDLTYHVRPPKRDLLSHENAATLNDVKTLVQQLYTTLCIEQHQLNKERELIERLEDLKEQLAPLEKVRIEISRKAEKRTTLVLWGGLAYMATQFGILARLTWWEYSWDIMEPVTYFITYGSAMAMYAYFVMTRQEYVYPEARDRQYL.... Result: 0 (no interaction). (7) The miRNA is hsa-miR-5685 with sequence ACAGCCCAGCAGUUAUCACGGG. The protein sequence of the target gene is MFARGLKRKYGDQEEGVEGFGTVPSYSLQRQSLLDMSLVKLQLCHMLVEPNLCRSVLIANTVRQIQEEMSQDGVWHGMAPQNVDRAPVERLVSTEILCRTVRGAEEEHPAPELEDAPLQNSVSELPIVGSAPGQRNPQSSLWEMDSPQENRGSFQKSLDQIFETLENKNSSSVEELFSDVDSSYYDLDTVLTGMMSGTKSSLCNGLEGFAAATPPPSSTCKSDLAELDHVVEILVET. Result: 0 (no interaction). (8) The miRNA is mmu-miR-369-3p with sequence AAUAAUACAUGGUUGAUCUUU. The protein sequence of the target gene is MALDPADQHLRHVEKDVLIPKIMREKAKERCSEQVQDFTKCCKNSGVLMVVKCRKENSALKECLTAYYNDPAFYEECKMEYLKEREEFRKTGIPTKKRLQKLPTSM. Result: 0 (no interaction). (9) The miRNA is hsa-miR-5691 with sequence UUGCUCUGAGCUCCGAGAAAGC. The protein sequence of the target gene is MPEAVAKMRVCWLVRQDSRHQRIKLPHLEAVVIGRSPETKITDKKCSRQQVQLKAECNKGYVKVQQMGVNPTSIDSGVIGKDQEKKLLPGQVLHMVNGLYPYIVEFEEVAESPNLTQRKRKRSDCDSEEMEAESGTGLAPGSSPSQCSVSPKKDKNGATKKESLGHWSQGLKMSMKDPKMQVYKDDQVVVIKDKYPKARHHWLVLPWASISSLKVVTSEHLELLKHMHAVGEKVIADFAGSSKLRFRLGYHAIPSMSHVHLHVISQDFDSPCLKNKKHWNSFNTEYFLESQAVIKMVQEA.... Result: 0 (no interaction).